The task is: Predict the reactants needed to synthesize the given product.. This data is from Full USPTO retrosynthesis dataset with 1.9M reactions from patents (1976-2016). (1) Given the product [Cl:9][C:4]1[N:3]=[C:2]([N:10]2[CH2:15][CH2:14][O:13][CH2:12][CH2:11]2)[CH:7]=[C:6]([I:8])[CH:5]=1, predict the reactants needed to synthesize it. The reactants are: Cl[C:2]1[CH:7]=[C:6]([I:8])[CH:5]=[C:4]([Cl:9])[N:3]=1.[NH:10]1[CH2:15][CH2:14][O:13][CH2:12][CH2:11]1.CCN(C(C)C)C(C)C. (2) Given the product [C:11]1([S:10][CH:9]=[C:43]([C:38]2[CH:39]=[C:40]([Cl:42])[CH:41]=[C:36]([Cl:35])[CH:37]=2)[C:44]([F:47])([F:46])[F:45])[CH:12]=[CH:13][CH:14]=[CH:15][CH:16]=1, predict the reactants needed to synthesize it. The reactants are: [Cl-].C1([P+](C2C=CC=CC=2)(C2C=CC=CC=2)[CH2:9][S:10][C:11]2[CH:16]=[CH:15][CH:14]=[CH:13][CH:12]=2)C=CC=CC=1.C(=O)([O-])[O-].[K+].[K+].[Cl:35][C:36]1[CH:37]=[C:38]([C:43](=O)[C:44]([F:47])([F:46])[F:45])[CH:39]=[C:40]([Cl:42])[CH:41]=1.O.